From a dataset of Reaction yield outcomes from USPTO patents with 853,638 reactions. Predict the reaction yield, written as a fraction of the theoretical maximum amount of product (1.0 means a 100% yield; for example, 0.34 means a 34% yield). (1) The reactants are [OH:1][C:2]1[CH:7]=[C:6]([Cl:8])[N:5]=[N:4][C:3]=1Cl.[CH:10]1([C:13]2[CH:18]=[CH:17][CH:16]=[C:15]([CH3:19])[C:14]=2[OH:20])[CH2:12][CH2:11]1.[OH-].[K+].Cl. The catalyst is CO.CN1CCCC1=O. The product is [Cl:8][C:6]1[N:5]=[N:4][C:3]([O:20][C:14]2[C:15]([CH3:19])=[CH:16][CH:17]=[CH:18][C:13]=2[CH:10]2[CH2:11][CH2:12]2)=[C:2]([OH:1])[CH:7]=1. The yield is 0.210. (2) The reactants are Cl[C:2]1[O:3][C:4]([CH2:14][CH2:15][CH2:16][O:17][C:18]2[CH:23]=[CH:22][CH:21]=[CH:20][C:19]=2[O:24][CH3:25])=[C:5]([C:7]2[CH:12]=[CH:11][C:10]([Cl:13])=[CH:9][CH:8]=2)[N:6]=1.[NH:26]1[CH2:31][CH2:30][O:29][CH2:28][CH2:27]1.CC(=O)CC. The catalyst is O. The product is [Cl:13][C:10]1[CH:11]=[CH:12][C:7]([C:5]2[N:6]=[C:2]([N:26]3[CH2:31][CH2:30][O:29][CH2:28][CH2:27]3)[O:3][C:4]=2[CH2:14][CH2:15][CH2:16][O:17][C:18]2[CH:23]=[CH:22][CH:21]=[CH:20][C:19]=2[O:24][CH3:25])=[CH:8][CH:9]=1. The yield is 0.820. (3) The reactants are [F:1][CH2:2][CH2:3][OH:4].[C:5]1([CH3:15])[CH:10]=[CH:9][C:8]([S:11](O)(=[O:13])=[O:12])=[CH:7][CH:6]=1. The catalyst is N1C=CC=CC=1. The product is [F:1][CH2:2][CH2:3][O:4][S:11]([C:8]1[CH:9]=[CH:10][C:5]([CH3:15])=[CH:6][CH:7]=1)(=[O:13])=[O:12]. The yield is 0.940. (4) The reactants are [C:1]([CH2:4][CH2:5][CH2:6][C:7]1[CH:15]=[CH:14][CH:13]=[CH:12][C:8]=1[C:9]([OH:11])=[O:10])([OH:3])=O.CCN(C(C)C)C(C)C.CN(C(ON1N=NC2C=CC=NC1=2)=[N+](C)C)C.F[P-](F)(F)(F)(F)F.[CH2:49]([O:51][C:52](=[O:68])[C@H:53]([OH:67])[C@H:54]([NH2:66])[CH2:55][C:56]1[CH:61]=[CH:60][CH:59]=[CH:58][C:57]=1[C:62]([F:65])([F:64])[F:63])[CH3:50]. The catalyst is C(Cl)Cl. The product is [CH2:49]([O:51][C:52]([C@H:53]([OH:67])[C@H:54]([NH:66][C:1]([CH2:4][CH2:5][CH2:6][C:7]1[CH:15]=[CH:14][CH:13]=[CH:12][C:8]=1[C:9]([OH:11])=[O:10])=[O:3])[CH2:55][C:56]1[CH:61]=[CH:60][CH:59]=[CH:58][C:57]=1[C:62]([F:65])([F:63])[F:64])=[O:68])[CH3:50]. The yield is 1.00.